Dataset: Reaction yield outcomes from USPTO patents with 853,638 reactions. Task: Predict the reaction yield, written as a fraction of the theoretical maximum amount of product (1.0 means a 100% yield; for example, 0.34 means a 34% yield). (1) The reactants are [CH3:1][O:2][C:3]1[CH:9]=[CH:8][C:7]([N+:10]([O-:12])=[O:11])=[CH:6][C:4]=1[NH2:5].C(N(CC)CC)C.[C:20](Cl)(=[O:23])[CH2:21][CH3:22]. The catalyst is ClCCl. The product is [CH3:1][O:2][C:3]1[CH:9]=[CH:8][C:7]([N+:10]([O-:12])=[O:11])=[CH:6][C:4]=1[NH:5][C:20](=[O:23])[CH2:21][CH3:22]. The yield is 0.980. (2) The yield is 0.920. The reactants are [Cl:1][C:2]1[CH:3]=[CH:4][N:5]2[C:10]=1[C:9](=[O:11])[O:8][C:7]([CH2:12][N:13]1[CH:21]=[N:20][C:19]3[C:14]1=[N:15][CH:16]=[N:17][C:18]=3[N:22](C(OC(C)(C)C)=O)[C:23]([O:25][C:26]([CH3:29])([CH3:28])[CH3:27])=[O:24])=[N:6]2.[CH2:37]([NH2:44])[C:38]1[CH:43]=[CH:42][CH:41]=[CH:40][CH:39]=1. The product is [CH2:37]([NH:44][C:9]([C:10]1[N:5]([NH:6][C:7](=[O:8])[CH2:12][N:13]2[CH:21]=[N:20][C:19]3[C:14]2=[N:15][CH:16]=[N:17][C:18]=3[NH:22][C:23](=[O:24])[O:25][C:26]([CH3:29])([CH3:28])[CH3:27])[CH:4]=[CH:3][C:2]=1[Cl:1])=[O:11])[C:38]1[CH:43]=[CH:42][CH:41]=[CH:40][CH:39]=1. The catalyst is O1CCOCC1. (3) The reactants are [CH3:1][O:2][C:3]1[C:4]2[C:5]3[C:6]([O:32][CH3:33])=[CH:7][CH:8]=[C:9]([CH:31]=3)[C@H:10]([NH:29][CH3:30])[C:11](=[O:28])[NH:12][C@@H:13]([CH3:27])[C:14](=[O:26])[NH:15][C@H:16]([C:22]([O:24][CH3:25])=[O:23])[CH2:17][C:18]([CH:21]=2)=[CH:19][CH:20]=1.C1C=CC2N(O)N=NC=2C=1.CCN(C(C)C)C(C)C.[CH2:53]([O:60][C:61]([NH:63][C@@H:64]([CH2:68][CH2:69][CH2:70][CH2:71][NH:72][C:73]([O:75][C:76]([CH3:79])([CH3:78])[CH3:77])=[O:74])[C:65]([OH:67])=O)=[O:62])[C:54]1[CH:59]=[CH:58][CH:57]=[CH:56][CH:55]=1.CCN=C=NCCCN(C)C. The catalyst is CN(C=O)C.O. The product is [CH2:53]([O:60][C:61]([NH:63][C@@H:64]([CH2:68][CH2:69][CH2:70][CH2:71][NH:72][C:73]([O:75][C:76]([CH3:79])([CH3:78])[CH3:77])=[O:74])[C:65]([N:29]([CH3:30])[C@H:10]1[C:9]2[CH:31]=[C:5]([C:6]([O:32][CH3:33])=[CH:7][CH:8]=2)[C:4]2=[CH:21][C:18](=[CH:19][CH:20]=[C:3]2[O:2][CH3:1])[CH2:17][C@@H:16]([C:22]([O:24][CH3:25])=[O:23])[NH:15][C:14](=[O:26])[C@H:13]([CH3:27])[NH:12][C:11]1=[O:28])=[O:67])=[O:62])[C:54]1[CH:55]=[CH:56][CH:57]=[CH:58][CH:59]=1. The yield is 0.720. (4) The reactants are [N+:1]([C:4]1[CH:5]=[CH:6][C:7]([CH2:10][CH2:11][CH2:12][C:13]#[N:14])=[N:8][CH:9]=1)([O-])=O.[NH4+].[Cl-]. The catalyst is O.CO.[Fe]. The product is [NH2:1][C:4]1[CH:5]=[CH:6][C:7]([CH2:10][CH2:11][CH2:12][C:13]#[N:14])=[N:8][CH:9]=1. The yield is 0.750. (5) The catalyst is O.C1C=CC(/C=C/C(/C=C/C2C=CC=CC=2)=O)=CC=1.C1C=CC(/C=C/C(/C=C/C2C=CC=CC=2)=O)=CC=1.C1C=CC(/C=C/C(/C=C/C2C=CC=CC=2)=O)=CC=1.[Pd].[Pd].O1CCOCC1. The yield is 0.680. The product is [C:1]([C:5]1[S:6][C:7]2[C:12](=[O:13])[N:11]([C:14]3[CH:19]=[CH:18][CH:17]=[C:16]([C:31]4[CH:32]=[C:33]([NH:46][C:47]5[CH:51]=[C:50]([CH:52]6[CH2:53][CH2:54]6)[NH:49][N:48]=5)[C:34](=[O:45])[N:35]([CH2:37][O:38][CH2:39][CH2:40][Si:41]([CH3:44])([CH3:43])[CH3:42])[N:36]=4)[C:15]=3[CH3:29])[CH2:10][C:8]=2[N:9]=1)([CH3:2])([CH3:3])[CH3:4]. The reactants are [C:1]([C:5]1[S:6][C:7]2[C:12](=[O:13])[N:11]([C:14]3[CH:19]=[CH:18][CH:17]=[C:16](B4OC(C)(C)C(C)(C)O4)[C:15]=3[CH3:29])[CH2:10][C:8]=2[N:9]=1)([CH3:4])([CH3:3])[CH3:2].Cl[C:31]1[CH:32]=[C:33]([NH:46][C:47]2[CH:51]=[C:50]([CH:52]3[CH2:54][CH2:53]3)[NH:49][N:48]=2)[C:34](=[O:45])[N:35]([CH2:37][O:38][CH2:39][CH2:40][Si:41]([CH3:44])([CH3:43])[CH3:42])[N:36]=1.C1(P(C2C=CC=CC=2)C2C3OC4C(=CC=CC=4P(C4C=CC=CC=4)C4C=CC=CC=4)C(C)(C)C=3C=CC=2)C=CC=CC=1.P([O-])([O-])([O-])=O.[K+].[K+].[K+].